Dataset: Peptide-MHC class I binding affinity with 185,985 pairs from IEDB/IMGT. Task: Regression. Given a peptide amino acid sequence and an MHC pseudo amino acid sequence, predict their binding affinity value. This is MHC class I binding data. (1) The peptide sequence is LSATLQRIREV. The MHC is Mamu-A02 with pseudo-sequence Mamu-A02. The binding affinity (normalized) is 0.510. (2) The peptide sequence is IYTTNDNNY. The MHC is HLA-A68:02 with pseudo-sequence HLA-A68:02. The binding affinity (normalized) is 0.329. (3) The peptide sequence is RSTLANGWY. The MHC is HLA-B15:17 with pseudo-sequence HLA-B15:17. The binding affinity (normalized) is 0.936. (4) The peptide sequence is YCNYTKFWY. The MHC is HLA-A24:02 with pseudo-sequence HLA-A24:02. The binding affinity (normalized) is 0. (5) The peptide sequence is MSRVRISLIY. The MHC is HLA-A11:01 with pseudo-sequence HLA-A11:01. The binding affinity (normalized) is 0.417. (6) The peptide sequence is YDINQMLNCV. The MHC is Mamu-A11 with pseudo-sequence Mamu-A11. The binding affinity (normalized) is 0.290. (7) The peptide sequence is YRYLCLIQKAL. The MHC is HLA-B27:05 with pseudo-sequence HLA-B27:05. The binding affinity (normalized) is 1.00.